Dataset: Full USPTO retrosynthesis dataset with 1.9M reactions from patents (1976-2016). Task: Predict the reactants needed to synthesize the given product. Given the product [CH2:1]([O:8][N:9]1[C:15](=[O:16])[N:14]2[CH2:17][C@H:10]1[CH2:11][CH2:12][C@H:13]2[C:18]([NH:21][O:22][C@H:23]1[CH2:27][CH2:26][N:25]([CH3:28])[CH2:24]1)=[O:20])[C:2]1[CH:3]=[CH:4][CH:5]=[CH:6][CH:7]=1, predict the reactants needed to synthesize it. The reactants are: [CH2:1]([O:8][N:9]1[C:15](=[O:16])[N:14]2[CH2:17][C@H:10]1[CH2:11][CH2:12][C@H:13]2[C:18]([OH:20])=O)[C:2]1[CH:7]=[CH:6][CH:5]=[CH:4][CH:3]=1.[NH2:21][O:22][C@H:23]1[CH2:27][CH2:26][N:25]([CH3:28])[CH2:24]1.ON1C2C=CC=CC=2N=N1.Cl.C(N=C=NCCCN(C)C)C.